This data is from Full USPTO retrosynthesis dataset with 1.9M reactions from patents (1976-2016). The task is: Predict the reactants needed to synthesize the given product. Given the product [C:1]([O:5][C:6]([N:8]1[CH2:13][CH2:12][CH2:11][C@@H:10]([C:14](=[O:16])[NH:47][C:42]2[CH:41]=[C:40]([C:29]3[CH:28]=[CH:27][C:26]([Cl:25])=[C:31]([NH:32][CH2:33][CH:34]4[CH2:39][CH2:38][O:37][CH2:36][CH2:35]4)[N:30]=3)[C:45]([Cl:46])=[CH:44][N:43]=2)[CH2:9]1)=[O:7])([CH3:2])([CH3:3])[CH3:4], predict the reactants needed to synthesize it. The reactants are: [C:1]([O:5][C:6]([N:8]1[CH2:13][CH2:12][CH2:11][C@@H:10]([C:14]([OH:16])=O)[CH2:9]1)=[O:7])([CH3:4])([CH3:3])[CH3:2].ClC(N(C)C)=C(C)C.[Cl:25][C:26]1[CH:27]=[CH:28][C:29]([C:40]2[C:45]([Cl:46])=[CH:44][N:43]=[C:42]([NH2:47])[CH:41]=2)=[N:30][C:31]=1[NH:32][CH2:33][CH:34]1[CH2:39][CH2:38][O:37][CH2:36][CH2:35]1.N1C=CC=CC=1.